Dataset: Full USPTO retrosynthesis dataset with 1.9M reactions from patents (1976-2016). Task: Predict the reactants needed to synthesize the given product. (1) Given the product [NH3:4].[CH3:10][N:11]([CH3:16])[S:12]([N:28]1[CH2:27][C:26]2[N:22]([C:23]([CH:30]3[CH2:31][CH2:32][N:33]([C:36]4[N:37]=[CH:38][CH:39]=[CH:40][N:41]=4)[CH2:34][CH2:35]3)=[N:24][N:25]=2)[C:21]2[CH:42]=[CH:43][C:18]([Cl:17])=[CH:19][C:20]=2[CH2:29]1)(=[O:14])=[O:13], predict the reactants needed to synthesize it. The reactants are: C([N:4](CC)C(C)C)(C)C.[CH3:10][N:11]([CH3:16])[S:12](Cl)(=[O:14])=[O:13].[Cl:17][C:18]1[CH:43]=[CH:42][C:21]2[N:22]3[C:26]([CH2:27][NH:28][CH2:29][C:20]=2[CH:19]=1)=[N:25][N:24]=[C:23]3[CH:30]1[CH2:35][CH2:34][N:33]([C:36]2[N:41]=[CH:40][CH:39]=[CH:38][N:37]=2)[CH2:32][CH2:31]1. (2) Given the product [CH2:20]([NH:19][C:4](=[O:5])[CH:3]([C:7]([F:10])([F:9])[F:8])[C:2]([F:12])([F:11])[F:1])[C:21]1[CH:26]=[CH:25][CH:24]=[CH:23][CH:22]=1, predict the reactants needed to synthesize it. The reactants are: [F:1][C:2]([F:12])([F:11])[CH:3]([C:7]([F:10])([F:9])[F:8])[C:4](O)=[O:5].C(Cl)(C(Cl)=O)=O.[NH2:19][CH2:20][C:21]1[CH:26]=[CH:25][CH:24]=[CH:23][CH:22]=1.CCN(C(C)C)C(C)C. (3) Given the product [CH3:80][C:81]1[C@@H:98]([O:99][C:100]([C@H:102]([OH:118])[C@@H:103]([NH:110][C:111]([O:113][C:114]([CH3:115])([CH3:116])[CH3:117])=[O:112])[C:104]2[CH:109]=[CH:108][CH:107]=[CH:106][CH:105]=2)=[O:101])[CH2:97][C@:93]2([OH:119])[C:94]([CH3:95])([CH3:96])[C:82]=1[C@@H:83]([OH:137])[C:84]([C@@:86]1([CH3:136])[C@H:91]([C@@H:92]2[O:120][C:121]([C:123]2[CH:124]=[CH:125][CH:126]=[CH:127][CH:128]=2)=[O:122])[C@:90]2([O:131][C:132]([CH3:134])=[O:133])[CH2:129][O:130][C@@H:89]2[CH2:88][C@@H:87]1[OH:135])=[O:85], predict the reactants needed to synthesize it. The reactants are: CC(CCC[C@H]([C@@H]1[C@]2(C)[C@H]([C@H]3[C@H](CC2)[C@]2(C)C(C[C@H](CC2)O)=CC3)CC1)C)C.CCCCCCCCCCCCCCCC(OCC(OC(CCCCCCC/C=C/C/C=C/CCCCC)=O)COP(OCC(O)CO)(O)=O)=O.[CH3:80][C:81]1[C@@H:98]([O:99][C:100]([C@H:102]([OH:118])[C@@H:103]([NH:110][C:111]([O:113][C:114]([CH3:117])([CH3:116])[CH3:115])=[O:112])[C:104]2[CH:109]=[CH:108][CH:107]=[CH:106][CH:105]=2)=[O:101])[CH2:97][C@@:93]2([OH:119])[C:94]([CH3:96])([CH3:95])[C:82]=1[C@@H:83]([OH:137])[C:84]([C@@:86]1([CH3:136])[C@H:91]([C@@H:92]2[O:120][C:121]([C:123]2[CH:128]=[CH:127][CH:126]=[CH:125][CH:124]=2)=[O:122])[C@:90]2([O:131][C:132]([CH3:134])=[O:133])[CH2:129][O:130][C@@H:89]2[CH2:88][C@@H:87]1[OH:135])=[O:85].O.O.O. (4) Given the product [F:26][C:27]1[CH:32]=[CH:31][C:30]([C:2]2[CH:7]=[CH:6][N:5]=[CH:4][C:3]=2[N:8]([CH3:25])[C:9](=[O:24])[C:10]2[CH:15]=[C:14]([C:16]([F:19])([F:18])[F:17])[CH:13]=[C:12]([C:20]([F:23])([F:22])[F:21])[CH:11]=2)=[C:29]([O:36][CH3:37])[CH:28]=1, predict the reactants needed to synthesize it. The reactants are: Br[C:2]1[CH:7]=[CH:6][N:5]=[CH:4][C:3]=1[N:8]([CH3:25])[C:9](=[O:24])[C:10]1[CH:15]=[C:14]([C:16]([F:19])([F:18])[F:17])[CH:13]=[C:12]([C:20]([F:23])([F:22])[F:21])[CH:11]=1.[F:26][C:27]1[CH:32]=[CH:31][C:30](B(O)O)=[C:29]([O:36][CH3:37])[CH:28]=1.